Dataset: CYP2C9 inhibition data for predicting drug metabolism from PubChem BioAssay. Task: Regression/Classification. Given a drug SMILES string, predict its absorption, distribution, metabolism, or excretion properties. Task type varies by dataset: regression for continuous measurements (e.g., permeability, clearance, half-life) or binary classification for categorical outcomes (e.g., BBB penetration, CYP inhibition). Dataset: cyp2c9_veith. The compound is CN(C)c1nc(-c2ccoc2)nc2ccccc12. The result is 0 (non-inhibitor).